This data is from Peptide-MHC class II binding affinity with 134,281 pairs from IEDB. The task is: Regression. Given a peptide amino acid sequence and an MHC pseudo amino acid sequence, predict their binding affinity value. This is MHC class II binding data. The peptide sequence is TNDRKWCFEGPEEHE. The MHC is HLA-DQA10201-DQB10303 with pseudo-sequence HLA-DQA10201-DQB10303. The binding affinity (normalized) is 0.